From a dataset of Retrosynthesis with 50K atom-mapped reactions and 10 reaction types from USPTO. Predict the reactants needed to synthesize the given product. (1) Given the product Fc1cccc(F)c1-c1cc(Cl)ncn1, predict the reactants needed to synthesize it. The reactants are: Clc1cc(Cl)ncn1.OB(O)c1c(F)cccc1F. (2) Given the product O=C(O)CCC(=NO)c1ccc(-c2ccc(Br)cc2)cc1, predict the reactants needed to synthesize it. The reactants are: NO.O=C(O)CCC(=O)c1ccc(-c2ccc(Br)cc2)cc1. (3) Given the product COc1cc(C2CCN(CC(N)=O)CC2)ccc1Nc1ncc2c(OCOCC[Si](C)(C)C)cc(-c3ccccc3N(C)S(C)(=O)=O)n2n1, predict the reactants needed to synthesize it. The reactants are: CN(c1ccccc1-c1cc(OCOCC[Si](C)(C)C)c2cnc(O)nn12)S(C)(=O)=O.COc1cc(C2CCN(CC(N)=O)CC2)ccc1N. (4) Given the product CCNC(=O)Nc1nc2cc(O)cc(-c3ccc(C#N)cn3)c2s1, predict the reactants needed to synthesize it. The reactants are: CCNC(=O)Nc1nc2cc(OCc3ccccc3)cc(-c3ccc(C#N)cn3)c2s1. (5) Given the product O=C(O)c1ccc(C2=NOC(c3cc(Cl)cc(Cl)c3)(C(F)(F)F)C2)c2ccccc12, predict the reactants needed to synthesize it. The reactants are: COC(=O)c1ccc(C2=NOC(c3cc(Cl)cc(Cl)c3)(C(F)(F)F)C2)c2ccccc12. (6) Given the product O=C(N[C@H](c1cccc(F)c1)C1CC1)c1c(CN2CCCC2=O)c(-c2ccccc2)nc2ccccc12, predict the reactants needed to synthesize it. The reactants are: N[C@H](c1cccc(F)c1)C1CC1.O=C(O)c1c(CN2CCCC2=O)c(-c2ccccc2)nc2ccccc12. (7) The reactants are: CCOC(=O)Cc1ccc(OCc2ccccc2)c(B2OC(C)(C)C(C)(C)O2)c1.O=Cc1cc(C(F)(F)F)ccc1Br. Given the product CCOC(=O)Cc1ccc(OCc2ccccc2)c(-c2ccc(C(F)(F)F)cc2C=O)c1, predict the reactants needed to synthesize it. (8) Given the product CC(C)(C)OC(=O)N1CCC(=O)C(C)(C)C1, predict the reactants needed to synthesize it. The reactants are: CC(C)(C)OC(=O)OC(=O)OC(C)(C)C.CC1(C)CNCCC1=O. (9) Given the product COC(=O)CSc1cc(C2CC2)c(Cl)cc1OC, predict the reactants needed to synthesize it. The reactants are: COC(=O)CS.COc1cc(Cl)c(C2CC2)cc1I. (10) Given the product COc1cccc([C@H]2O[C@H](CCn3nnc(CCC(=O)O)n3)c3cccn3-c3ccc(Cl)cc32)c1OC, predict the reactants needed to synthesize it. The reactants are: COC(=O)CCc1nnn(CC[C@H]2O[C@H](c3cccc(OC)c3OC)c3cc(Cl)ccc3-n3cccc32)n1.